This data is from NCI-60 drug combinations with 297,098 pairs across 59 cell lines. The task is: Regression. Given two drug SMILES strings and cell line genomic features, predict the synergy score measuring deviation from expected non-interaction effect. (1) Drug 1: CN1C(=O)N2C=NC(=C2N=N1)C(=O)N. Drug 2: C1=NC(=NC(=O)N1C2C(C(C(O2)CO)O)O)N. Cell line: SN12C. Synergy scores: CSS=-4.08, Synergy_ZIP=-1.58, Synergy_Bliss=-6.87, Synergy_Loewe=-18.0, Synergy_HSA=-10.4. (2) Drug 1: C1CCC(CC1)NC(=O)N(CCCl)N=O. Drug 2: CC1=C(C(=O)C2=C(C1=O)N3CC4C(C3(C2COC(=O)N)OC)N4)N. Cell line: OVCAR3. Synergy scores: CSS=13.4, Synergy_ZIP=-3.90, Synergy_Bliss=6.01, Synergy_Loewe=-2.17, Synergy_HSA=3.47. (3) Drug 1: C1CN(CCN1C(=O)CCBr)C(=O)CCBr. Drug 2: CC1=C(C(=O)C2=C(C1=O)N3CC4C(C3(C2COC(=O)N)OC)N4)N. Cell line: CAKI-1. Synergy scores: CSS=32.6, Synergy_ZIP=-8.15, Synergy_Bliss=-7.61, Synergy_Loewe=-27.9, Synergy_HSA=-7.94. (4) Drug 1: C1=NC2=C(N1)C(=S)N=C(N2)N. Drug 2: C(CN)CNCCSP(=O)(O)O. Cell line: RPMI-8226. Synergy scores: CSS=35.2, Synergy_ZIP=4.05, Synergy_Bliss=3.70, Synergy_Loewe=-20.3, Synergy_HSA=3.69.